Dataset: NCI-60 drug combinations with 297,098 pairs across 59 cell lines. Task: Regression. Given two drug SMILES strings and cell line genomic features, predict the synergy score measuring deviation from expected non-interaction effect. (1) Drug 1: C1=NC2=C(N1)C(=S)N=C(N2)N. Cell line: A549. Drug 2: CC1=C2C(C(=O)C3(C(CC4C(C3C(C(C2(C)C)(CC1OC(=O)C(C(C5=CC=CC=C5)NC(=O)OC(C)(C)C)O)O)OC(=O)C6=CC=CC=C6)(CO4)OC(=O)C)O)C)O. Synergy scores: CSS=40.8, Synergy_ZIP=-5.30, Synergy_Bliss=-4.84, Synergy_Loewe=-7.49, Synergy_HSA=-1.35. (2) Drug 1: CCC(=C(C1=CC=CC=C1)C2=CC=C(C=C2)OCCN(C)C)C3=CC=CC=C3.C(C(=O)O)C(CC(=O)O)(C(=O)O)O. Drug 2: CC1=C(C(=CC=C1)Cl)NC(=O)C2=CN=C(S2)NC3=CC(=NC(=N3)C)N4CCN(CC4)CCO. Cell line: MOLT-4. Synergy scores: CSS=-5.57, Synergy_ZIP=2.48, Synergy_Bliss=-0.759, Synergy_Loewe=-19.1, Synergy_HSA=-9.20. (3) Synergy scores: CSS=13.0, Synergy_ZIP=-27.2, Synergy_Bliss=-52.0, Synergy_Loewe=-46.3, Synergy_HSA=-45.9. Drug 1: C1CCC(C(C1)N)N.C(=O)(C(=O)[O-])[O-].[Pt+4]. Cell line: OVCAR-5. Drug 2: C1CN(P(=O)(OC1)NCCCl)CCCl. (4) Drug 2: C1C(C(OC1N2C=NC(=NC2=O)N)CO)O. Cell line: SW-620. Synergy scores: CSS=28.1, Synergy_ZIP=-4.16, Synergy_Bliss=-1.09, Synergy_Loewe=5.30, Synergy_HSA=5.20. Drug 1: CS(=O)(=O)OCCCCOS(=O)(=O)C. (5) Drug 1: C1CCC(C(C1)N)N.C(=O)(C(=O)[O-])[O-].[Pt+4]. Drug 2: B(C(CC(C)C)NC(=O)C(CC1=CC=CC=C1)NC(=O)C2=NC=CN=C2)(O)O. Cell line: ACHN. Synergy scores: CSS=45.1, Synergy_ZIP=-4.78, Synergy_Bliss=0.554, Synergy_Loewe=-13.9, Synergy_HSA=0.0112. (6) Drug 1: CC12CCC(CC1=CCC3C2CCC4(C3CC=C4C5=CN=CC=C5)C)O. Drug 2: C1CNP(=O)(OC1)N(CCCl)CCCl. Cell line: HL-60(TB). Synergy scores: CSS=5.34, Synergy_ZIP=4.29, Synergy_Bliss=-9.59, Synergy_Loewe=-15.0, Synergy_HSA=-14.8. (7) Drug 1: CCN(CC)CCNC(=O)C1=C(NC(=C1C)C=C2C3=C(C=CC(=C3)F)NC2=O)C. Drug 2: C1=CN(C=N1)CC(O)(P(=O)(O)O)P(=O)(O)O. Synergy scores: CSS=-4.21, Synergy_ZIP=3.06, Synergy_Bliss=1.91, Synergy_Loewe=-1.90, Synergy_HSA=-2.45. Cell line: PC-3. (8) Drug 1: C1CCC(C1)C(CC#N)N2C=C(C=N2)C3=C4C=CNC4=NC=N3. Drug 2: CCC1(CC2CC(C3=C(CCN(C2)C1)C4=CC=CC=C4N3)(C5=C(C=C6C(=C5)C78CCN9C7C(C=CC9)(C(C(C8N6C)(C(=O)OC)O)OC(=O)C)CC)OC)C(=O)OC)O.OS(=O)(=O)O. Cell line: MALME-3M. Synergy scores: CSS=33.5, Synergy_ZIP=-0.708, Synergy_Bliss=4.09, Synergy_Loewe=-15.0, Synergy_HSA=2.81. (9) Drug 1: CC12CCC(CC1=CCC3C2CCC4(C3CC=C4C5=CN=CC=C5)C)O. Drug 2: CC(C)(C#N)C1=CC(=CC(=C1)CN2C=NC=N2)C(C)(C)C#N. Cell line: PC-3. Synergy scores: CSS=-0.270, Synergy_ZIP=-1.33, Synergy_Bliss=-2.73, Synergy_Loewe=-2.24, Synergy_HSA=-2.61. (10) Drug 1: C1CC(=O)NC(=O)C1N2CC3=C(C2=O)C=CC=C3N. Drug 2: C1C(C(OC1N2C=NC3=C2NC=NCC3O)CO)O. Cell line: SN12C. Synergy scores: CSS=8.48, Synergy_ZIP=-4.89, Synergy_Bliss=-2.82, Synergy_Loewe=0.992, Synergy_HSA=0.943.